Dataset: NCI-60 drug combinations with 297,098 pairs across 59 cell lines. Task: Regression. Given two drug SMILES strings and cell line genomic features, predict the synergy score measuring deviation from expected non-interaction effect. (1) Drug 1: C1C(C(OC1N2C=NC3=C(N=C(N=C32)Cl)N)CO)O. Drug 2: CN1C(=O)N2C=NC(=C2N=N1)C(=O)N. Cell line: UACC-257. Synergy scores: CSS=19.6, Synergy_ZIP=-5.80, Synergy_Bliss=-1.55, Synergy_Loewe=-15.0, Synergy_HSA=-1.99. (2) Drug 2: CC=C1C(=O)NC(C(=O)OC2CC(=O)NC(C(=O)NC(CSSCCC=C2)C(=O)N1)C(C)C)C(C)C. Drug 1: CCC(=C(C1=CC=CC=C1)C2=CC=C(C=C2)OCCN(C)C)C3=CC=CC=C3.C(C(=O)O)C(CC(=O)O)(C(=O)O)O. Cell line: HCC-2998. Synergy scores: CSS=62.5, Synergy_ZIP=2.59, Synergy_Bliss=2.32, Synergy_Loewe=-63.2, Synergy_HSA=-2.85. (3) Drug 2: C1CCC(C(C1)N)N.C(=O)(C(=O)[O-])[O-].[Pt+4]. Cell line: OVCAR-5. Synergy scores: CSS=11.6, Synergy_ZIP=3.55, Synergy_Bliss=8.94, Synergy_Loewe=-13.5, Synergy_HSA=3.82. Drug 1: CCCS(=O)(=O)NC1=C(C(=C(C=C1)F)C(=O)C2=CNC3=C2C=C(C=N3)C4=CC=C(C=C4)Cl)F. (4) Drug 1: CC(C1=C(C=CC(=C1Cl)F)Cl)OC2=C(N=CC(=C2)C3=CN(N=C3)C4CCNCC4)N. Drug 2: CNC(=O)C1=NC=CC(=C1)OC2=CC=C(C=C2)NC(=O)NC3=CC(=C(C=C3)Cl)C(F)(F)F. Cell line: T-47D. Synergy scores: CSS=12.4, Synergy_ZIP=0.627, Synergy_Bliss=2.35, Synergy_Loewe=-4.67, Synergy_HSA=1.04. (5) Drug 1: CCCS(=O)(=O)NC1=C(C(=C(C=C1)F)C(=O)C2=CNC3=C2C=C(C=N3)C4=CC=C(C=C4)Cl)F. Drug 2: CNC(=O)C1=CC=CC=C1SC2=CC3=C(C=C2)C(=NN3)C=CC4=CC=CC=N4. Cell line: T-47D. Synergy scores: CSS=5.10, Synergy_ZIP=0.769, Synergy_Bliss=4.79, Synergy_Loewe=2.35, Synergy_HSA=2.80. (6) Drug 1: CC1=C(C=C(C=C1)C(=O)NC2=CC(=CC(=C2)C(F)(F)F)N3C=C(N=C3)C)NC4=NC=CC(=N4)C5=CN=CC=C5. Drug 2: C1=NNC2=C1C(=O)NC=N2. Cell line: SR. Synergy scores: CSS=0.129, Synergy_ZIP=2.99, Synergy_Bliss=4.90, Synergy_Loewe=-0.123, Synergy_HSA=1.66. (7) Drug 1: C1=CC(=CC=C1CCC2=CNC3=C2C(=O)NC(=N3)N)C(=O)NC(CCC(=O)O)C(=O)O. Drug 2: CNC(=O)C1=NC=CC(=C1)OC2=CC=C(C=C2)NC(=O)NC3=CC(=C(C=C3)Cl)C(F)(F)F. Cell line: SNB-19. Synergy scores: CSS=58.4, Synergy_ZIP=4.51, Synergy_Bliss=5.38, Synergy_Loewe=4.09, Synergy_HSA=6.94.